From a dataset of Catalyst prediction with 721,799 reactions and 888 catalyst types from USPTO. Predict which catalyst facilitates the given reaction. (1) Reactant: [CH3:1][C:2]1[CH:11]=[CH:10][C:9]2[C:4](=[CH:5][CH:6]=[CH:7][C:8]=2[O:12][CH2:13][CH2:14][N:15]2[CH2:20][CH2:19][N:18](C(OC(C)(C)C)=O)[CH2:17][CH2:16]2)[N:3]=1.Cl.C(OCC)C. Product: [CH3:1][C:2]1[CH:11]=[CH:10][C:9]2[C:4](=[CH:5][CH:6]=[CH:7][C:8]=2[O:12][CH2:13][CH2:14][N:15]2[CH2:20][CH2:19][NH:18][CH2:17][CH2:16]2)[N:3]=1. The catalyst class is: 8. (2) Reactant: C1(C)C=CC=CC=1.[C:8]([C:10]1[CH:15]=[CH:14][CH:13]=[CH:12][C:11]=1[C:16]1[N:21]=[CH:20][C:19]([CH2:22][CH:23]([C:28](=O)[CH2:29][CH2:30][CH3:31])[C:24]([O:26][CH3:27])=[O:25])=[CH:18][CH:17]=1)#[N:9].C([O-])(=O)C.[NH4+:37].C(=O)([O-])O.[Na+]. Product: [NH2:37]/[C:28](/[CH2:29][CH2:30][CH3:31])=[C:23](/[CH2:22][C:19]1[CH:20]=[N:21][C:16]([C:11]2[CH:12]=[CH:13][CH:14]=[CH:15][C:10]=2[C:8]#[N:9])=[CH:17][CH:18]=1)\[C:24]([O:26][CH3:27])=[O:25]. The catalyst class is: 15.